This data is from Reaction yield outcomes from USPTO patents with 853,638 reactions. The task is: Predict the reaction yield, written as a fraction of the theoretical maximum amount of product (1.0 means a 100% yield; for example, 0.34 means a 34% yield). (1) The yield is 0.970. The reactants are [CH3:1][O:2][C:3](=[O:12])[C:4]1[C:9]([CH3:10])=[CH:8][CH:7]=[CH:6][C:5]=1[Cl:11].[Br:13]N1C(=O)CCC1=O. The product is [CH3:1][O:2][C:3](=[O:12])[C:4]1[C:5]([Cl:11])=[CH:6][CH:7]=[CH:8][C:9]=1[CH2:10][Br:13]. The catalyst is C(Cl)(Cl)(Cl)Cl.C(OOC(=O)C1C=CC=CC=1)(=O)C1C=CC=CC=1.C(Cl)(=O)C1C=CC=CC=1. (2) The reactants are [NH:1]1[C:5]2[CH:6]=[CH:7][CH:8]=[CH:9][C:4]=2[N:3]=[CH:2]1.[H-].[Na+].[C:12]([O:16][C:17]([N:19]1[CH2:24][CH2:23][CH:22](OS(C2C=CC(C)=CC=2)(=O)=O)[CH2:21][CH2:20]1)=[O:18])([CH3:15])([CH3:14])[CH3:13].O. The catalyst is CN(C)C=O. The product is [C:12]([O:16][C:17]([N:19]1[CH2:24][CH2:23][CH:22]([N:1]2[C:5]3[CH:6]=[CH:7][CH:8]=[CH:9][C:4]=3[N:3]=[CH:2]2)[CH2:21][CH2:20]1)=[O:18])([CH3:15])([CH3:13])[CH3:14]. The yield is 0.250.